The task is: Predict the reaction yield, written as a fraction of the theoretical maximum amount of product (1.0 means a 100% yield; for example, 0.34 means a 34% yield).. This data is from Reaction yield outcomes from USPTO patents with 853,638 reactions. (1) The reactants are C(NC(C)C)(C)C.[Cl:8][C:9]1[CH:10]=[N:11][CH:12]=[C:13]([F:15])[CH:14]=1.[CH:16](OC)=[O:17].[NH4+].[Cl-]. The catalyst is C1COCC1.CCCCCC.CCCCCC.C(OC(=O)C)C. The product is [Cl:8][C:9]1[CH:10]=[N:11][CH:12]=[C:13]([F:15])[C:14]=1[CH:16]=[O:17]. The yield is 0.619. (2) The reactants are [CH:1]1([C:4]2[C:5]([N:24]([C:29]3[CH:30]=[CH:31][C:32]([N+:39]([O-:41])=[O:40])=[C:33]([CH2:35][C:36]([OH:38])=[O:37])[CH:34]=3)[S:25]([CH3:28])(=[O:27])=[O:26])=[CH:6][C:7]3[O:11][C:10]([C:12]4[CH:17]=[CH:16][C:15]([F:18])=[CH:14][CH:13]=4)=[C:9]([C:19](=[O:22])[NH:20][CH3:21])[C:8]=3[CH:23]=2)[CH2:3][CH2:2]1.[Si](C=[N+]=[N-])(C)(C)[CH3:43].CCCCCC. The catalyst is CN(C=O)C.CO.O. The product is [CH:1]1([C:4]2[C:5]([N:24]([C:29]3[CH:30]=[CH:31][C:32]([N+:39]([O-:41])=[O:40])=[C:33]([CH2:35][C:36]([O:38][CH3:43])=[O:37])[CH:34]=3)[S:25]([CH3:28])(=[O:27])=[O:26])=[CH:6][C:7]3[O:11][C:10]([C:12]4[CH:17]=[CH:16][C:15]([F:18])=[CH:14][CH:13]=4)=[C:9]([C:19](=[O:22])[NH:20][CH3:21])[C:8]=3[CH:23]=2)[CH2:3][CH2:2]1. The yield is 0.700. (3) The reactants are [Br:1][C:2]1[C:3](Cl)=[N:4][C:5]([Cl:8])=[N:6][CH:7]=1.[NH2:10][CH2:11][C@H:12]1[CH2:17][CH2:16][CH2:15][N:14]([C:18]([O:20][C:21]([CH3:24])([CH3:23])[CH3:22])=[O:19])[CH2:13]1.CCN(C(C)C)C(C)C. The yield is 0.970. The catalyst is C1COCC1.CCOC(C)=O. The product is [Br:1][C:2]1[C:3]([NH:10][CH2:11][C@H:12]2[CH2:17][CH2:16][CH2:15][N:14]([C:18]([O:20][C:21]([CH3:24])([CH3:23])[CH3:22])=[O:19])[CH2:13]2)=[N:4][C:5]([Cl:8])=[N:6][CH:7]=1. (4) The reactants are C(C1C(C2CN(C)CCC=2)=NNC=1)#CCCCC.[CH2:19]([C:24]1[CH:29]=[CH:28][CH:27]=[CH:26][CH:25]=1)[CH2:20][CH2:21][C:22]#[CH:23].[C:30]1([S:36]([N:39]2[CH:43]=[C:42](I)[C:41]([C:45]3[CH:46]=[N:47][CH:48]=[CH:49][CH:50]=3)=[N:40]2)(=[O:38])=[O:37])[CH:35]=[CH:34][CH:33]=[CH:32][CH:31]=1.C(OCC)C. The catalyst is CCOCC.C(OCC)(=O)C. The product is [C:30]1([S:36]([N:39]2[CH:43]=[C:42]([C:23]#[C:22][CH2:21][CH2:20][CH2:19][C:24]3[CH:25]=[CH:26][CH:27]=[CH:28][CH:29]=3)[C:41]([C:45]3[CH:46]=[N:47][CH:48]=[CH:49][CH:50]=3)=[N:40]2)(=[O:37])=[O:38])[CH:35]=[CH:34][CH:33]=[CH:32][CH:31]=1. The yield is 0.800. (5) The reactants are C([SiH2][O:6][C:7](C)(C)[C:8]1[CH:9]=[C:10]([CH:13]=[CH:14][CH:15]=1)[C:11]#[N:12])(C)(C)C.[N:18]1C=CC=CC=1.[S:24](Cl)(Cl)=[O:25].Cl.[Cl-].[Na+].[OH2:31]. The catalyst is C(O)(C)C.O1CCCC1.ClCCl. The product is [O:31]=[S:24]1[NH:12][C:11]([C:10]2[CH:9]=[C:8]([CH2:7][OH:6])[CH:15]=[CH:14][CH:13]=2)=[N:18][O:25]1. The yield is 0.910. (6) The reactants are [C:1]1(=[O:11])[CH:10]2[N:5]([CH2:6][CH2:7][CH2:8][CH2:9]2)[CH2:4][CH2:3][CH2:2]1.[BH4-].[Na+].C(Cl)Cl.CO. The catalyst is CO. The product is [CH:1]1([OH:11])[CH:10]2[N:5]([CH2:6][CH2:7][CH2:8][CH2:9]2)[CH2:4][CH2:3][CH2:2]1. The yield is 0.780. (7) No catalyst specified. The product is [CH3:15][CH:13]([CH2:12][C@H:11]([CH2:10][NH2:9])[CH2:16][C:17]([OH:27])=[O:29])[CH3:14]. The yield is 0.504. The reactants are S(=O)(=O)(O)O.COC(=O)[NH:9][CH2:10][C@H:11]([CH2:16][C:17](=[O:27])N[C@H](C1C=CC=CC=1)C)[CH2:12][CH:13]([CH3:15])[CH3:14].[OH-:29].[Na+].